This data is from Full USPTO retrosynthesis dataset with 1.9M reactions from patents (1976-2016). The task is: Predict the reactants needed to synthesize the given product. (1) Given the product [C:14]([O:18][C:19]([N:21]1[CH2:26][C:25](=[O:27])[N:24]([C:28]2[CH:33]=[CH:32][CH:31]=[CH:30][C:29]=2[O:34][CH2:10][O:11][CH3:12])[CH2:23][C:22]1([CH3:36])[CH3:35])=[O:20])([CH3:17])([CH3:15])[CH3:16], predict the reactants needed to synthesize it. The reactants are: C(N(C(C)C)CC)(C)C.[CH3:10][O:11][CH2:12]Cl.[C:14]([O:18][C:19]([N:21]1[CH2:26][C:25](=[O:27])[N:24]([C:28]2[CH:33]=[CH:32][CH:31]=[CH:30][C:29]=2[OH:34])[CH2:23][C:22]1([CH3:36])[CH3:35])=[O:20])([CH3:17])([CH3:16])[CH3:15].O. (2) Given the product [C:1]([O:5][C:6]([CH:7]1[CH:27]([C:28]2[CH:33]=[CH:32][CH:31]=[C:30]([Cl:34])[CH:29]=2)[C:24]([C:20]2[C:19]([F:36])=[CH:18][C:17]([Cl:16])=[CH:22][C:21]=2[F:23])([C:25]#[N:26])[CH:9]([CH2:10][C:11]([CH3:14])([CH3:13])[CH3:12])[NH:8]1)=[O:15])([CH3:4])([CH3:3])[CH3:2], predict the reactants needed to synthesize it. The reactants are: [C:1]([O:5][C:6](=[O:15])[CH2:7]/[N:8]=[CH:9]/[CH2:10][C:11]([CH3:14])([CH3:13])[CH3:12])([CH3:4])([CH3:3])[CH3:2].[Cl:16][C:17]1[CH:22]=[C:21]([F:23])[C:20](/[C:24](=[CH:27]/[C:28]2[CH:33]=[CH:32][CH:31]=[C:30]([Cl:34])[C:29]=2F)/[C:25]#[N:26])=[C:19]([F:36])[CH:18]=1.C(N(CC)CC)C.C1CCN2C(=NCCC2)CC1.